Regression. Given two drug SMILES strings and cell line genomic features, predict the synergy score measuring deviation from expected non-interaction effect. From a dataset of NCI-60 drug combinations with 297,098 pairs across 59 cell lines. (1) Drug 1: CC=C1C(=O)NC(C(=O)OC2CC(=O)NC(C(=O)NC(CSSCCC=C2)C(=O)N1)C(C)C)C(C)C. Drug 2: CC1C(C(CC(O1)OC2CC(CC3=C2C(=C4C(=C3O)C(=O)C5=C(C4=O)C(=CC=C5)OC)O)(C(=O)CO)O)N)O.Cl. Cell line: HCC-2998. Synergy scores: CSS=70.2, Synergy_ZIP=-0.0596, Synergy_Bliss=1.23, Synergy_Loewe=-16.5, Synergy_HSA=-0.328. (2) Drug 1: C1CCN(CC1)CCOC2=CC=C(C=C2)C(=O)C3=C(SC4=C3C=CC(=C4)O)C5=CC=C(C=C5)O. Drug 2: CN(CCCl)CCCl.Cl. Cell line: HL-60(TB). Synergy scores: CSS=11.3, Synergy_ZIP=6.05, Synergy_Bliss=3.49, Synergy_Loewe=-27.9, Synergy_HSA=-5.26. (3) Drug 1: C1=C(C(=O)NC(=O)N1)N(CCCl)CCCl. Drug 2: C#CCC(CC1=CN=C2C(=N1)C(=NC(=N2)N)N)C3=CC=C(C=C3)C(=O)NC(CCC(=O)O)C(=O)O. Cell line: OVCAR-4. Synergy scores: CSS=-0.293, Synergy_ZIP=-1.01, Synergy_Bliss=-3.41, Synergy_Loewe=-3.77, Synergy_HSA=-3.73. (4) Drug 1: C1=CC(=CC=C1CC(C(=O)O)N)N(CCCl)CCCl.Cl. Drug 2: C1CCC(C(C1)N)N.C(=O)(C(=O)[O-])[O-].[Pt+4]. Cell line: U251. Synergy scores: CSS=33.1, Synergy_ZIP=-8.67, Synergy_Bliss=2.27, Synergy_Loewe=2.79, Synergy_HSA=2.94.